The task is: Regression/Classification. Given a drug SMILES string, predict its toxicity properties. Task type varies by dataset: regression for continuous values (e.g., LD50, hERG inhibition percentage) or binary classification for toxic/non-toxic outcomes (e.g., AMES mutagenicity, cardiotoxicity, hepatotoxicity). Dataset: herg_karim.. This data is from hERG potassium channel inhibition data for cardiac toxicity prediction from Karim et al.. (1) The molecule is CCc1c(C)[nH]c2c1/C(=N/OC(=O)Nc1ccccc1)CCC2. The result is 0 (non-blocker). (2) The molecule is Cc1cc(-c2ccc3c(c2)CCN(CCCSc2nnc(-c4ccncc4)n2C)CC3)no1. The result is 1 (blocker). (3) The compound is O=C1CN2[C@@H]3CC(OC(=O)C4CNc5ccccc54)C[C@@H]2CC1C3. The result is 1 (blocker). (4) The compound is Cc1ccc(C(=O)N2CCN(c3ccc(OC4CCN(C5CCC5)CC4)cc3)C(=O)C2)cc1. The result is 0 (non-blocker). (5) The molecule is [O-][S+]1CCC(C2NC(c3nc(-c4ccccc4)c[nH]3)Cc3c2[nH]c2ccccc32)CC1. The result is 1 (blocker).